This data is from Reaction yield outcomes from USPTO patents with 853,638 reactions. The task is: Predict the reaction yield, written as a fraction of the theoretical maximum amount of product (1.0 means a 100% yield; for example, 0.34 means a 34% yield). (1) The reactants are [C:1]([C:3]1[C:8](=O)[NH:7][C:6]([NH:10][CH:11]2[CH2:13][CH2:12]2)=[N:5][C:4]=1[C:14]1[CH:19]=[C:18]([O:20][CH3:21])[CH:17]=[C:16]([Cl:22])[CH:15]=1)#[N:2].O=P(Cl)(Cl)[Cl:25]. No catalyst specified. The product is [Cl:25][C:8]1[N:7]=[C:6]([NH:10][CH:11]2[CH2:13][CH2:12]2)[N:5]=[C:4]([C:14]2[CH:19]=[C:18]([O:20][CH3:21])[CH:17]=[C:16]([Cl:22])[CH:15]=2)[C:3]=1[C:1]#[N:2]. The yield is 0.620. (2) The reactants are [CH3:1][C:2]1[CH:3]=[CH:4][C:5]([O:8][C:9]2[CH:16]=[CH:15][C:12]([C:13]#[N:14])=[CH:11][CH:10]=2)=[N:6][CH:7]=1.C1C(=O)N([Br:24])C(=O)C1.C(OOC(=O)C1C=CC=CC=1)(=O)C1C=CC=CC=1.[O-]S([O-])(=S)=O.[Na+].[Na+].P([O-])(OCC)OCC.CCN(C(C)C)C(C)C.C([O-])(O)=O.[Na+]. The catalyst is C(Cl)(Cl)(Cl)Cl.O.C1COCC1. The product is [Br:24][CH2:1][C:2]1[CH:3]=[CH:4][C:5]([O:8][C:9]2[CH:16]=[CH:15][C:12]([C:13]#[N:14])=[CH:11][CH:10]=2)=[N:6][CH:7]=1. The yield is 0.530. (3) The reactants are [C:1]([O:5][C:6]([NH:8][CH:9]1[C:27](=[O:28])[N:26]2[CH:22]([CH2:23][CH:24]([OH:29])[CH2:25]2)[C:21](=[O:30])[NH:20][C:19]2([C:31]([O:33]CC)=[O:32])[CH:17]([CH2:18]2)[CH:16]=[CH:15][CH2:14][CH2:13][CH2:12][CH2:11][CH2:10]1)=[O:7])([CH3:4])([CH3:3])[CH3:2].[H-].[Na+].F[C:39]1[CH:44]=[CH:43][C:42]([N+:45]([O-:47])=[O:46])=[CH:41][CH:40]=1. The catalyst is C1COCC1. The product is [C:1]([O:5][C:6]([NH:8][CH:9]1[C:27](=[O:28])[N:26]2[CH:22]([CH2:23][CH:24]([O:29][C:39]3[CH:44]=[CH:43][C:42]([N+:45]([O-:47])=[O:46])=[CH:41][CH:40]=3)[CH2:25]2)[C:21](=[O:30])[NH:20][C:19]2([C:31]([OH:33])=[O:32])[CH:17]([CH2:18]2)[CH:16]=[CH:15][CH2:14][CH2:13][CH2:12][CH2:11][CH2:10]1)=[O:7])([CH3:3])([CH3:2])[CH3:4]. The yield is 0.440. (4) The reactants are [CH:1]1[C:13]2[N:12]([C:14]3[CH:15]=[CH:16][C:17]4[N:18](S(C5C=CC(C)=CC=5)(=O)=O)[C:19]5[C:24]([C:25]=4[CH:26]=3)=[CH:23][C:22]([N:27]3[C:39]4[CH:38]=[CH:37][CH:36]=[CH:35][C:34]=4[C:33]4[C:28]3=[CH:29][CH:30]=[CH:31][CH:32]=4)=[CH:21][CH:20]=5)[C:11]3[C:6](=[CH:7][CH:8]=[CH:9][CH:10]=3)[C:5]=2[CH:4]=[CH:3][CH:2]=1.[OH-].[Na+].C(OCC)(=O)C. The catalyst is O1CCCC1.CO.O.[Cl-].[Na+].O. The product is [CH:38]1[C:39]2[N:27]([C:22]3[CH:21]=[CH:20][C:19]4[NH:18][C:17]5[C:25]([C:24]=4[CH:23]=3)=[CH:26][C:14]([N:12]3[C:13]4[CH:1]=[CH:2][CH:3]=[CH:4][C:5]=4[C:6]4[C:11]3=[CH:10][CH:9]=[CH:8][CH:7]=4)=[CH:15][CH:16]=5)[C:28]3[C:33](=[CH:32][CH:31]=[CH:30][CH:29]=3)[C:34]=2[CH:35]=[CH:36][CH:37]=1. The yield is 0.800. (5) The reactants are [F:1][C:2]([F:33])([F:32])[C:3]1[CH:4]=[C:5]([CH:29]=[CH:30][CH:31]=1)[CH2:6][NH:7][C:8](=[O:28])[C:9]1[CH:14]=[CH:13][N:12]=[C:11]([C:15]2[CH:20]=[C:19]([N:21]3[CH2:26][CH2:25][CH2:24][CH2:23][CH2:22]3)[CH:18]=[CH:17][C:16]=2[NH2:27])[CH:10]=1.[CH3:34][N:35]([CH2:47][CH2:48][N:49]1[CH2:54][CH2:53][O:52][CH2:51][CH2:50]1)[C:36]([C:38]1[CH:39]=[C:40]([CH:44]=[CH:45][CH:46]=1)[C:41](O)=[O:42])=[O:37].CCN=C=NCCCN(C)C.[ClH:66]. The catalyst is ClCCl.CN(C)C1C=CN=CC=1.C(OCC)(=O)C. The product is [ClH:66].[F:33][C:2]([F:1])([F:32])[C:3]1[CH:4]=[C:5]([CH:29]=[CH:30][CH:31]=1)[CH2:6][NH:7][C:8]([C:9]1[CH:14]=[CH:13][N:12]=[C:11]([C:15]2[CH:20]=[C:19]([N:21]3[CH2:26][CH2:25][CH2:24][CH2:23][CH2:22]3)[CH:18]=[CH:17][C:16]=2[NH:27][C:41](=[O:42])[C:40]2[CH:44]=[CH:45][CH:46]=[C:38]([C:36]([N:35]([CH3:34])[CH2:47][CH2:48][N:49]3[CH2:50][CH2:51][O:52][CH2:53][CH2:54]3)=[O:37])[CH:39]=2)[CH:10]=1)=[O:28]. The yield is 0.860. (6) The reactants are [CH3:1][O:2][CH2:3][C@H:4]([CH3:31])[O:5][C:6]1[CH:7]=[C:8]([C:23]2[NH:27][C:26]([C:28](O)=[O:29])=[CH:25][CH:24]=2)[CH:9]=[C:10]([O:12][C:13]2[CH:18]=[CH:17][C:16]([S:19]([CH3:22])(=[O:21])=[O:20])=[CH:15][CH:14]=2)[CH:11]=1.[C:32]([S:51][CH2:52][CH2:53][NH2:54])([C:45]1[CH:50]=[CH:49][CH:48]=[CH:47][CH:46]=1)([C:39]1[CH:44]=[CH:43][CH:42]=[CH:41][CH:40]=1)[C:33]1[CH:38]=[CH:37][CH:36]=[CH:35][CH:34]=1. The catalyst is CN(C)C1C=CN=CC=1.ClCCl. The product is [CH3:1][O:2][CH2:3][C@H:4]([CH3:31])[O:5][C:6]1[CH:7]=[C:8]([C:23]2[NH:27][C:26]([C:28]([NH:54][CH2:53][CH2:52][S:51][C:32]([C:39]3[CH:44]=[CH:43][CH:42]=[CH:41][CH:40]=3)([C:33]3[CH:34]=[CH:35][CH:36]=[CH:37][CH:38]=3)[C:45]3[CH:50]=[CH:49][CH:48]=[CH:47][CH:46]=3)=[O:29])=[CH:25][CH:24]=2)[CH:9]=[C:10]([O:12][C:13]2[CH:14]=[CH:15][C:16]([S:19]([CH3:22])(=[O:21])=[O:20])=[CH:17][CH:18]=2)[CH:11]=1. The yield is 0.690. (7) The reactants are [CH3:1][O:2][C:3]1[CH:8]=[C:7]([O:9][CH3:10])[CH:6]=[CH:5][C:4]=1[CH2:11][NH2:12].[Br:13][C:14]1[N:15]=[C:16]([C@@H:25]2[CH2:30][CH2:29][CH2:28][N:27]([C:31]([O:33][CH2:34][C:35]3[CH:40]=[CH:39][CH:38]=[CH:37][CH:36]=3)=[O:32])[CH2:26]2)[N:17]2[C:22]([Cl:23])=[CH:21][N:20]=[C:19](Cl)[C:18]=12.C(N(C(C)C)C(C)C)C. The catalyst is O1CCOCC1. The product is [Br:13][C:14]1[N:15]=[C:16]([C@@H:25]2[CH2:30][CH2:29][CH2:28][N:27]([C:31]([O:33][CH2:34][C:35]3[CH:40]=[CH:39][CH:38]=[CH:37][CH:36]=3)=[O:32])[CH2:26]2)[N:17]2[C:22]([Cl:23])=[CH:21][N:20]=[C:19]([NH:12][CH2:11][C:4]3[CH:5]=[CH:6][C:7]([O:9][CH3:10])=[CH:8][C:3]=3[O:2][CH3:1])[C:18]=12. The yield is 1.01. (8) The reactants are Br[C:2]1[N:3]([CH2:10][CH2:11][CH:12]([OH:25])[CH2:13][O:14][Si:15]([CH:22]([CH3:24])[CH3:23])([CH:19]([CH3:21])[CH3:20])[CH:16]([CH3:18])[CH3:17])[CH:4]=[C:5]([N+:7]([O-:9])=[O:8])[N:6]=1.[H-].[Na+]. The catalyst is CN(C=O)C. The product is [N+:7]([C:5]1[N:6]=[C:2]2[N:3]([CH:4]=1)[CH2:10][CH2:11][CH:12]([CH2:13][O:14][Si:15]([CH:22]([CH3:24])[CH3:23])([CH:19]([CH3:21])[CH3:20])[CH:16]([CH3:18])[CH3:17])[O:25]2)([O-:9])=[O:8]. The yield is 0.890. (9) The reactants are [CH3:1][N:2]([CH3:17])[CH2:3][C:4]([NH:6][C:7]1[CH:12]=[CH:11][C:10]([CH3:13])=[C:9]([N+:14]([O-])=O)[CH:8]=1)=[O:5]. The catalyst is C(OCC)(=O)C.[Pd]. The product is [NH2:14][C:9]1[CH:8]=[C:7]([NH:6][C:4](=[O:5])[CH2:3][N:2]([CH3:17])[CH3:1])[CH:12]=[CH:11][C:10]=1[CH3:13]. The yield is 0.980.